From a dataset of Full USPTO retrosynthesis dataset with 1.9M reactions from patents (1976-2016). Predict the reactants needed to synthesize the given product. (1) Given the product [C:14]([N:11]1[CH2:12][CH2:13][N:8]([C:5]2[CH:6]=[CH:7][C:2]([NH:1][C:35]3[N:36]=[CH:37][C:38]4[C:29]([CH3:28])=[CH:30][C:31](=[O:53])[N:32]([C:42]5[CH:43]=[C:44]([NH:48][C:49](=[O:52])[CH:50]=[CH2:51])[CH:45]=[CH:46][CH:47]=5)[C:33]=4[N:34]=3)=[C:3]([O:17][CH3:18])[CH:4]=2)[CH2:9][CH2:10]1)(=[O:16])[CH3:15], predict the reactants needed to synthesize it. The reactants are: [NH2:1][C:2]1[CH:7]=[CH:6][C:5]([N:8]2[CH2:13][CH2:12][N:11]([C:14](=[O:16])[CH3:15])[CH2:10][CH2:9]2)=[CH:4][C:3]=1[O:17][CH3:18].C(N(C(C)C)CC)(C)C.[CH3:28][C:29]1[C:38]2[CH:37]=[N:36][C:35](S(C)=O)=[N:34][C:33]=2[N:32]([C:42]2[CH:43]=[C:44]([NH:48][C:49](=[O:52])[CH:50]=[CH2:51])[CH:45]=[CH:46][CH:47]=2)[C:31](=[O:53])[CH:30]=1. (2) The reactants are: [Cl:1][C:2]1[CH:7]=[CH:6][C:5]([C@H:8]([NH:11][C:12]2[CH:13]=[C:14]([CH:17]=[CH:18][CH:19]=2)[CH:15]=O)[CH2:9][CH3:10])=[CH:4][C:3]=1[CH3:20].[NH:21]1[CH2:24][CH:23]([C:25]([OH:27])=[O:26])[CH2:22]1.CC(O)=O. Given the product [Cl:1][C:2]1[CH:7]=[CH:6][C:5]([C@H:8]([NH:11][C:12]2[CH:13]=[C:14]([CH:17]=[CH:18][CH:19]=2)[CH2:15][N:21]2[CH2:24][CH:23]([C:25]([OH:27])=[O:26])[CH2:22]2)[CH2:9][CH3:10])=[CH:4][C:3]=1[CH3:20], predict the reactants needed to synthesize it. (3) Given the product [F:11][C:10]1[CH:9]=[C:8]2[C:4]([C:5]([CH3:14])([CH3:13])[C:6](=[O:12])[NH:7]2)=[CH:3][C:2]=1[C:15]#[N:16], predict the reactants needed to synthesize it. The reactants are: Br[C:2]1[CH:3]=[C:4]2[C:8](=[CH:9][C:10]=1[F:11])[NH:7][C:6](=[O:12])[C:5]2([CH3:14])[CH3:13].[CH3:15][N:16](C=O)C. (4) Given the product [Cl:44][C:45]1[CH:46]=[C:47]([N+:52]([O-:54])=[O:53])[CH:48]=[CH:49][C:50]=1[O:11][C:10]1[C:2]([CH3:1])=[C:3]2[C:7](=[CH:8][CH:9]=1)[NH:6][N:5]=[CH:4]2, predict the reactants needed to synthesize it. The reactants are: [CH3:1][C:2]1[C:10]([OH:11])=[CH:9][CH:8]=[C:7]2[C:3]=1[CH:4]=[N:5][N:6]2C1CCCCO1.CC1C(OC2C=CC=C([N+]([O-])=O)C=2)=CC=C2C=1C=NN2C1CCCCO1.[Cl:44][C:45]1[CH:46]=[C:47]([N+:52]([O-:54])=[O:53])[CH:48]=[CH:49][C:50]=1F.C(=O)([O-])[O-].[K+].[K+]. (5) Given the product [Cl:23][C:21]1[C:20]([C:24]([F:27])([F:25])[F:26])=[CH:19][N:18]=[C:17]([NH:16][C:13]2[CH:14]=[CH:15][CH:10]=[CH:11][C:12]=2[O:28][CH3:29])[N:22]=1, predict the reactants needed to synthesize it. The reactants are: C(OP(C[C:10]1[CH:15]=[CH:14][C:13]([NH:16][C:17]2[N:22]=[C:21]([Cl:23])[C:20]([C:24]([F:27])([F:26])[F:25])=[CH:19][N:18]=2)=[C:12]([O:28][CH3:29])[CH:11]=1)(=O)OCC)C.ClC1N=C(Cl)C(C(F)(F)F)=CN=1.COC1C=CC=CC=1N. (6) Given the product [N:20]1([CH2:24][CH2:25][N:26]2[CH:30]=[C:29]([C:31]3[CH:36]=[CH:35][C:34]([F:37])=[C:33]([C:38]([F:41])([F:39])[F:40])[CH:32]=3)[N:28]=[C:27]2[CH:42]2[CH2:43][CH2:44][N:45]([C:2]3[N:7]=[CH:6][N:5]=[C:4]([NH2:8])[C:3]=3[O:9][CH:10]([CH3:12])[CH3:11])[CH2:46][CH2:47]2)[CH2:21][CH2:22][CH2:23]1, predict the reactants needed to synthesize it. The reactants are: Cl[C:2]1[N:7]=[CH:6][N:5]=[C:4]([NH2:8])[C:3]=1[O:9][CH:10]([CH3:12])[CH3:11].FC(F)(F)C(O)=O.[N:20]1([CH2:24][CH2:25][N:26]2[CH:30]=[C:29]([C:31]3[CH:36]=[CH:35][C:34]([F:37])=[C:33]([C:38]([F:41])([F:40])[F:39])[CH:32]=3)[N:28]=[C:27]2[CH:42]2[CH2:47][CH2:46][NH:45][CH2:44][CH2:43]2)[CH2:23][CH2:22][CH2:21]1.C([O-])([O-])=O.[Cs+].[Cs+]. (7) Given the product [CH3:1][O:2][C:3]([C:5]1[C:6]([CH2:19][CH3:20])=[N:7][N:8]([C:12]2[CH:17]=[CH:16][CH:15]=[C:14]([C:21]#[C:22][CH2:23][CH2:24][CH2:25][CH3:26])[CH:13]=2)[C:9]=1[CH2:10][CH3:11])=[O:4], predict the reactants needed to synthesize it. The reactants are: [CH3:1][O:2][C:3]([C:5]1[C:6]([CH2:19][CH3:20])=[N:7][N:8]([C:12]2[CH:17]=[CH:16][CH:15]=[C:14](Br)[CH:13]=2)[C:9]=1[CH2:10][CH3:11])=[O:4].[CH:21]#[C:22][CH2:23][CH2:24][CH2:25][CH3:26]. (8) Given the product [NH2:12][C:13]1[N:18]=[C:17]([CH3:19])[C:16]2[CH:20]=[CH:21][C:22](=[O:23])[N:27]([C@@H:28]3[CH2:32][CH2:31][O:30][CH2:29]3)[C:15]=2[N:14]=1, predict the reactants needed to synthesize it. The reactants are: C1CCN2C(=NCCC2)CC1.[NH2:12][C:13]1[N:18]=[C:17]([CH3:19])[C:16](/[CH:20]=[CH:21]/[C:22](OCC)=[O:23])=[C:15]([NH:27][C@@H:28]2[CH2:32][CH2:31][O:30][CH2:29]2)[N:14]=1. (9) The reactants are: [Cl:1][C:2]1[CH:3]=[C:4]([CH:31]=[CH:32][C:33]=1[Cl:34])[CH2:5][N:6]1[C:14]2[C:9](=[CH:10][CH:11]=[CH:12][C:13]=2[C:15]([NH:17][C:18]2([C:21]3[CH:30]=[CH:29][C:24]([C:25]([O:27]C)=[O:26])=[CH:23][CH:22]=3)[CH2:20][CH2:19]2)=[O:16])[CH2:8][CH2:7]1.[OH-].[K+:36]. Given the product [Cl:1][C:2]1[CH:3]=[C:4]([CH:31]=[CH:32][C:33]=1[Cl:34])[CH2:5][N:6]1[C:14]2[C:9](=[CH:10][CH:11]=[CH:12][C:13]=2[C:15]([NH:17][C:18]2([C:21]3[CH:30]=[CH:29][C:24]([C:25]([O-:27])=[O:26])=[CH:23][CH:22]=3)[CH2:20][CH2:19]2)=[O:16])[CH2:8][CH2:7]1.[K+:36], predict the reactants needed to synthesize it.